Dataset: Catalyst prediction with 721,799 reactions and 888 catalyst types from USPTO. Task: Predict which catalyst facilitates the given reaction. (1) Reactant: [CH3:1][C:2]1[CH:12]=[CH:11][C:10]([Si:13]([CH3:16])([CH3:15])[CH3:14])=[CH:9][C:3]=1[O:4][Si](C)(C)C.[F-].C([N+](CCCC)(CCCC)CCCC)CCC.O. Product: [CH3:14][Si:13]([CH3:15])([CH3:16])[C:10]1[CH:11]=[CH:12][C:2]([CH3:1])=[C:3]([OH:4])[CH:9]=1. The catalyst class is: 27. (2) Reactant: C(N(CC)CC)C.C(N1C=CN=C1)(N1C=CN=C1)=O.[NH:20]1[CH:24]=[C:23]([CH2:25][C:26]([OH:28])=O)[N:22]=[CH:21]1.[NH:29]1[CH2:34][CH2:33][CH2:32][C@@H:31]([NH:35][C:36]2[CH:41]=[CH:40][N:39]=[C:38]([C:42]3[N:46]4[CH:47]=[C:48]([C:51]#[N:52])[CH:49]=[CH:50][C:45]4=[N:44][CH:43]=3)[N:37]=2)[CH2:30]1. Product: [NH:20]1[CH:24]=[C:23]([CH2:25][C:26]([N:29]2[CH2:34][CH2:33][CH2:32][C@@H:31]([NH:35][C:36]3[CH:41]=[CH:40][N:39]=[C:38]([C:42]4[N:46]5[CH:47]=[C:48]([C:51]#[N:52])[CH:49]=[CH:50][C:45]5=[N:44][CH:43]=4)[N:37]=3)[CH2:30]2)=[O:28])[N:22]=[CH:21]1. The catalyst class is: 3. (3) Reactant: [NH:1]1[CH:5]=[N:4][CH:3]=[N:2]1.S(Cl)(Cl)=O.[C:10]1([CH3:27])[CH:15]=[CH:14][C:13]([CH:16]2[CH2:25][CH:24](O)[C:23]3[C:18](=[CH:19][CH:20]=[CH:21][CH:22]=3)[NH:17]2)=[CH:12][CH:11]=1. Product: [C:10]1([CH3:27])[CH:11]=[CH:12][C:13]([CH:16]2[CH2:25][CH:24]([N:1]3[CH:5]=[N:4][CH:3]=[N:2]3)[C:23]3[C:18](=[CH:19][CH:20]=[CH:21][CH:22]=3)[NH:17]2)=[CH:14][CH:15]=1. The catalyst class is: 10. (4) Reactant: [CH:1]1([NH:4][C:5]([C:7]2[CH:8]=[C:9]([F:31])[C:10]([CH3:30])=[C:11]([C:13]3[C:14]([C:27]([OH:29])=O)=[CH:15][C:16]([C:19]([NH:21][CH2:22][C:23]([CH3:26])([CH3:25])[CH3:24])=[O:20])=[CH:17][CH:18]=3)[CH:12]=2)=[O:6])[CH2:3][CH2:2]1.CN(C(ON1N=NC2C=CC=CC1=2)=[N+](C)C)C.F[P-](F)(F)(F)(F)F.CCN(CC)CC.[N:63]1([CH:68]2[CH2:73][CH2:72][NH:71][CH2:70][CH2:69]2)[CH2:67][CH2:66][CH2:65][CH2:64]1. Product: [CH:1]1([NH:4][C:5]([C:7]2[CH:12]=[C:11]([C:13]3[CH:18]=[CH:17][C:16]([C:19]([NH:21][CH2:22][C:23]([CH3:26])([CH3:24])[CH3:25])=[O:20])=[CH:15][C:14]=3[C:27]([N:71]3[CH2:72][CH2:73][CH:68]([N:63]4[CH2:67][CH2:66][CH2:65][CH2:64]4)[CH2:69][CH2:70]3)=[O:29])[C:10]([CH3:30])=[C:9]([F:31])[CH:8]=2)=[O:6])[CH2:2][CH2:3]1. The catalyst class is: 3.